From a dataset of Full USPTO retrosynthesis dataset with 1.9M reactions from patents (1976-2016). Predict the reactants needed to synthesize the given product. (1) Given the product [F:35][CH:36]([F:46])[O:37][CH2:38][C@@:39]([CH3:45])(/[CH:43]=[CH:44]/[C:2]1[CH:11]=[C:10]2[C:5]([CH:6]=[CH:7][C:8]([C@H:12]([NH:14][C:15]([C@@H:17]3[CH2:22][CH2:21][CH2:20][N:19]([C:23](=[O:34])[C@@H:24]([NH:26][C:27](=[O:33])[C@@H:28]([OH:32])[CH:29]([CH3:30])[CH3:31])[CH3:25])[NH:18]3)=[O:16])[CH3:13])=[N:9]2)=[CH:4][CH:3]=1)[C:40]([OH:42])=[O:41], predict the reactants needed to synthesize it. The reactants are: Br[C:2]1[CH:11]=[C:10]2[C:5]([CH:6]=[CH:7][C:8]([C@H:12]([NH:14][C:15]([C@@H:17]3[CH2:22][CH2:21][CH2:20][N:19]([C:23](=[O:34])[C@@H:24]([NH:26][C:27](=[O:33])[C@@H:28]([OH:32])[CH:29]([CH3:31])[CH3:30])[CH3:25])[NH:18]3)=[O:16])[CH3:13])=[N:9]2)=[CH:4][CH:3]=1.[F:35][CH:36]([F:46])[O:37][CH2:38][C@@:39]([CH3:45])([CH:43]=[CH2:44])[C:40]([OH:42])=[O:41].C1(C)C=CC=CC=1P(C1C=CC=CC=1C)C1C=CC=CC=1C.C(N(CC)CC)C. (2) Given the product [CH:15]1([N:21]2[C:4]([C:5]([O:7][CH2:8][CH3:9])=[O:6])=[CH:10][C:11]([CH3:12])=[N:22]2)[CH2:20][CH2:19][CH2:18][CH2:17][CH2:16]1, predict the reactants needed to synthesize it. The reactants are: CO/N=[C:4](\[CH2:10][C:11](=O)[CH3:12])/[C:5]([O:7][CH2:8][CH3:9])=[O:6].Cl.[CH:15]1([NH:21][NH2:22])[CH2:20][CH2:19][CH2:18][CH2:17][CH2:16]1. (3) Given the product [O:26]1[C:30]2[CH:31]=[CH:32][C:33]([C:35]([NH:2][CH2:3][CH2:4][NH:5][C:6]([C:8]3[CH:25]=[CH:24][C:11]([O:12][C@@H:13]4[CH2:14][CH2:15][C@H:16]([C:19]([OH:21])=[O:20])[CH2:17][CH2:18]4)=[CH:10][CH:9]=3)=[O:7])=[O:37])=[CH:34][C:29]=2[CH:28]=[CH:27]1, predict the reactants needed to synthesize it. The reactants are: Cl.[NH2:2][CH2:3][CH2:4][NH:5][C:6]([C:8]1[CH:25]=[CH:24][C:11]([O:12][C@@H:13]2[CH2:18][CH2:17][C@H:16]([C:19]([O:21]CC)=[O:20])[CH2:15][CH2:14]2)=[CH:10][CH:9]=1)=[O:7].[O:26]1[C:30]2[CH:31]=[CH:32][C:33]([C:35]([OH:37])=O)=[CH:34][C:29]=2[CH:28]=[CH:27]1.Cl.C(N=C=NCCCN(C)C)C.O.ON1C2C=CC=CC=2N=N1.[OH-].[Na+].Cl.